Dataset: Reaction yield outcomes from USPTO patents with 853,638 reactions. Task: Predict the reaction yield, written as a fraction of the theoretical maximum amount of product (1.0 means a 100% yield; for example, 0.34 means a 34% yield). The reactants are CCN=C=NCCCN(C)C.C1C=CC2N(O)N=NC=2C=1.[Br:22][C:23]1[CH:28]=[N:27][CH:26]=[C:25]2[N:29]([CH2:35][C:36]3[CH:41]=[CH:40][C:39]([I:42])=[CH:38][C:37]=3[F:43])[C:30]([C:32]([O-])=[O:33])=[CH:31][C:24]=12.[Na+].[CH3:45][C:46]1([CH3:54])[O:50][C@@H:49]([CH2:51][O:52][NH2:53])[CH2:48][O:47]1.CCN(C(C)C)C(C)C. The catalyst is C1COCC1.C(OCC)(=O)C. The product is [CH3:45][C:46]1([CH3:54])[O:50][C@@H:49]([CH2:51][O:52][NH:53][C:32]([C:30]2[N:29]([CH2:35][C:36]3[CH:41]=[CH:40][C:39]([I:42])=[CH:38][C:37]=3[F:43])[C:25]3=[CH:26][N:27]=[CH:28][C:23]([Br:22])=[C:24]3[CH:31]=2)=[O:33])[CH2:48][O:47]1. The yield is 0.680.